Dataset: Peptide-MHC class I binding affinity with 185,985 pairs from IEDB/IMGT. Task: Regression. Given a peptide amino acid sequence and an MHC pseudo amino acid sequence, predict their binding affinity value. This is MHC class I binding data. (1) The peptide sequence is LDESFLGRY. The MHC is HLA-A01:01 with pseudo-sequence HLA-A01:01. The binding affinity (normalized) is 0.273. (2) The binding affinity (normalized) is 0.188. The MHC is HLA-A33:01 with pseudo-sequence HLA-A33:01. The peptide sequence is ITLWQRPIV. (3) The binding affinity (normalized) is 0.00422. The peptide sequence is TQIGCTLNF. The MHC is HLA-B40:01 with pseudo-sequence HLA-B40:01. (4) The peptide sequence is ALLAGFMAY. The MHC is HLA-A30:02 with pseudo-sequence HLA-A30:02. The binding affinity (normalized) is 0.595. (5) The peptide sequence is KFYGPFVDR. The MHC is Mamu-A07 with pseudo-sequence Mamu-A07. The binding affinity (normalized) is 0. (6) The peptide sequence is YRRWIQLGL. The MHC is HLA-B27:05 with pseudo-sequence HLA-B27:05. The binding affinity (normalized) is 0.907. (7) The peptide sequence is VKINIFPLY. The MHC is HLA-B57:01 with pseudo-sequence HLA-B57:01. The binding affinity (normalized) is 0.0847. (8) The peptide sequence is LTAGFLIFL. The MHC is HLA-A24:02 with pseudo-sequence HLA-A24:02. The binding affinity (normalized) is 0.